Dataset: Catalyst prediction with 721,799 reactions and 888 catalyst types from USPTO. Task: Predict which catalyst facilitates the given reaction. (1) Reactant: [H-].[Na+].[F:3][C:4]1[CH:9]=[CH:8][CH:7]=[C:6]([F:10])[C:5]=1[N:11]1[C:16]2[N:17]=[C:18](S(C)(=O)=O)[N:19]=[C:20]([C:21]3[CH:22]=[C:23]([NH:28][C:29](=[O:38])[C:30]4[CH:35]=[CH:34][C:33]([CH3:36])=[C:32]([F:37])[CH:31]=4)[CH:24]=[CH:25][C:26]=3[CH3:27])[C:15]=2[CH2:14][NH:13][C:12]1=[O:43].[CH:44]([OH:47])([CH3:46])[CH3:45]. Product: [F:3][C:4]1[CH:9]=[CH:8][CH:7]=[C:6]([F:10])[C:5]=1[N:11]1[C:16]2[N:17]=[C:18]([O:47][CH:44]([CH3:46])[CH3:45])[N:19]=[C:20]([C:21]3[CH:22]=[C:23]([NH:28][C:29](=[O:38])[C:30]4[CH:35]=[CH:34][C:33]([CH3:36])=[C:32]([F:37])[CH:31]=4)[CH:24]=[CH:25][C:26]=3[CH3:27])[C:15]=2[CH2:14][NH:13][C:12]1=[O:43]. The catalyst class is: 25. (2) Reactant: I[C:2]1[C:10]2[C:5](=[N:6][CH:7]=[C:8]([C:11]3[CH:16]=[C:15]([O:17][CH3:18])[C:14]([O:19][CH3:20])=[C:13]([O:21][CH3:22])[CH:12]=3)[N:9]=2)[N:4]([Si:23]([CH:30]([CH3:32])[CH3:31])([CH:27]([CH3:29])[CH3:28])[CH:24]([CH3:26])[CH3:25])[CH:3]=1.[Li]CCCC.CON(C)[C:41]([C:43]1([CH3:46])[CH2:45][CH2:44]1)=[O:42]. Product: [CH3:46][C:43]1([C:41]([C:2]2[C:10]3[C:5](=[N:6][CH:7]=[C:8]([C:11]4[CH:16]=[C:15]([O:17][CH3:18])[C:14]([O:19][CH3:20])=[C:13]([O:21][CH3:22])[CH:12]=4)[N:9]=3)[N:4]([Si:23]([CH:30]([CH3:32])[CH3:31])([CH:27]([CH3:29])[CH3:28])[CH:24]([CH3:26])[CH3:25])[CH:3]=2)=[O:42])[CH2:45][CH2:44]1. The catalyst class is: 7. (3) Reactant: [I:1][C:2]1[CH:8]=[CH:7]C(N)=[CH:4][C:3]=1[CH3:9].C([O-])(O)=O.[Na+].IC.[CH3:17][N:18]([CH:20]=O)[CH3:19]. Product: [I:1][C:2]1[CH:8]=[CH:7][C:20]([N:18]([CH3:19])[CH3:17])=[CH:4][C:3]=1[CH3:9]. The catalyst class is: 84.